Dataset: Experimentally validated miRNA-target interactions with 360,000+ pairs, plus equal number of negative samples. Task: Binary Classification. Given a miRNA mature sequence and a target amino acid sequence, predict their likelihood of interaction. (1) The miRNA is rno-miR-342-3p with sequence UCUCACACAGAAAUCGCACCCGU. The protein sequence of the target gene is MGQKGHKDSLYPCGGTPESSLHEALDQCMTALDLFLTNQFSEALSYLKPRTKESMYHSLTYATILEMQAMMTFDPQDILLAGNMMKEAQMLCQRHRRKSSVTDSFSSLVNRPTLGQFTEEEIHAEVCYAECLLQRAALTFLQGSSHGGAVRPRALHDPSHACSCPPGPGRQHLFLLQDENMVSFIKGGIKVRNSYQTYKELDSLVQSSQYCKGENHPHFEGGVKLGVGAFNLTLSMLPTRILRLLEFVGFSGNKDYGLLQLEEGASGHSFRSVLCVMLLLCYHTFLTFVLGTGNVNIEEA.... Result: 0 (no interaction). (2) The miRNA is hsa-miR-5587-5p with sequence AUGGUCACCUCCGGGACU. The protein sequence of the target gene is MSSGAGWQSQASAKPVFTEAQASALVESVFGFKVSKIQPLPSYEDQNFRVHIARGKETTDDPVEYVLKISNTESSQTPELIEMQNHVIMFLRAAGFPTASVCRTKGDNTISLISIDSGSGVKSYLVRMLTYLPGRPIAEVAISHQQLYEIGRLAAQLDKALEEFHHPKLSLFHRENFIWNLKNVPLLEKYMGALSQSRNREIVEQVIRMFKEEVMTKLSHFRECINHGDLNDHNILVDLSKSASGEGVHQVSGILDFGDMSYGYYVFEVAIVIMYMMIESTNPIQVGGHILAGFESVIPL.... Result: 0 (no interaction). (3) The miRNA is hsa-miR-188-3p with sequence CUCCCACAUGCAGGGUUUGCA. The protein sequence of the target gene is MEEMEALVGVVPHSADCDLFKEPVRKRRRLHRDRQFQAFPSAEQSALKEYEKLECRTRRVLSNTYQKLIQSVFLDDSIPSGLKYLINRLLALIEKSPLEPVYVGFLGITGAGKSSLINALIRQAMFLPVSGESVCTSCIVQVSSGCCEQYEAKIHLLSDQEWKAELKDLTKLLHRAEQSGEEEADLWDRDDATEEAAQKLRMLYGHGAERRHYEELLRLKPRGRIPNSRTITLKAEEAGELSVKLDPYIRTRRRDWDGESAETQIWPLIKYVEVILPKSALIPEGVVLVDIPGTGDFNSK.... Result: 0 (no interaction). (4) The miRNA is mmu-miR-34b-3p with sequence AAUCACUAACUCCACUGCCAUC. The protein sequence of the target gene is MEDSRETSPSSNNSSEELSSTLQLSKGMSIFLDILRRADKNDDGKLSFEEFKAYFADGVLSGEELHELFHTIDTHNTNNLDTEELCEYFSQHLGEYENVLAALEDLNLSILKAMGKTKKDYQEASNLEQFVTRFLLKETLNQLQSLQNSLECAMETTEEQTRQERQGPSKPEVLSIQWPGKRSSRRVQRHNSFSPNSPQFNVSSPALLEEDNQWMTQINRLQKLIDRLEKKDLKLEPLEEEIIEENTKPHIMLVQRQMSVTEEDLEEFQLALKHYVESASAQSGCLRISIQKLSNESRYM.... Result: 0 (no interaction). (5) The miRNA is mmu-let-7f-5p with sequence UGAGGUAGUAGAUUGUAUAGUU. The protein sequence of the target gene is MEESEGQKCEPNLPPSGDSRQMPQQGRSNLHVTSQEDAACRRPRERLSNGNARAQVSKPARNIPRRHTLGGPRSSKEILGMQPSEMDRKREAFLEHLKQKYPHHATAIMGHQERLRDQTKSPKLSHSPQPPNLGDPVEHLSETSGDSLEAMSEGEVPSPFARGSRTRASLPVVRSANQTKERSLGVLYLQYGDETKQLRMPNEVTSTDTIRALFVSAFPQQLTMKMLESPSVAIYIKDDSRNVYYELNDVRNIQDRSLLKVYNKDPSHAFNHMTKAVNGDMRMQREIVYARGDGLVAPRP.... Result: 0 (no interaction). (6) The protein sequence of the target gene is MAVWLFGGRLGLRGRLSACRLLCPRFQSRGPQGGEDGDRLQPSSTAAKIPKIYTKTGDKGFSSTFTGERRPKDDQVFEAVGTTDELSSAIGFAMELVTEKGHMFAEELQKIQCMLQDVGSALATPRSSAREAHLKHTAFQEGPVLELERWIDKYSSQLPPLKAFILPSGGKSSSALHFCRAVCRRAERRVVPLVQMGETDANVAKFLNRLSDYLFTVARYAAMKEGSQEKIYKKHDV. Result: 0 (no interaction). The miRNA is mmu-miR-3962 with sequence AGGUAGUAGUUUGUACAUUU.